From a dataset of Forward reaction prediction with 1.9M reactions from USPTO patents (1976-2016). Predict the product of the given reaction. (1) Given the reactants N[C@H](C(O)=O)CC1C=CC=CC=1.[CH3:13][O:14][C:15]1[CH:16]=[C:17]([C:21]2([CH2:29][CH2:30][C:31](=[O:34])[CH2:32][CH3:33])[C:26](=[O:27])[CH2:25][CH2:24][CH2:23][C:22]2=O)[CH:18]=[CH:19][CH:20]=1.[C@@]12(CS(O)(=O)=O)C(C)(C)C(CC1)CC2=O, predict the reaction product. The product is: [CH3:13][O:14][C:15]1[CH:16]=[C:17]([C:21]23[C:26](=[O:27])[CH2:25][CH2:24][CH2:23][C:22]2=[C:32]([CH3:33])[C:31](=[O:34])[CH2:30][CH2:29]3)[CH:18]=[CH:19][CH:20]=1. (2) The product is: [Cl:1][C:2]1[CH:3]=[N:4][C:5]2[C:10]([C:11]=1[CH2:12][CH2:13][CH2:14][C:15]1([C:30]([OH:32])=[O:31])[CH2:20][CH2:19][N:18]([CH2:21][CH2:22][O:23][C:24]3[CH:29]=[CH:28][CH:27]=[CH:26][N:25]=3)[CH2:17][CH2:16]1)=[CH:9][C:8]([O:35][CH3:36])=[CH:7][CH:6]=2. Given the reactants [Cl:1][C:2]1[CH:3]=[N:4][C:5]2[C:10]([C:11]=1[CH2:12][CH2:13][CH2:14][C:15]1([C:30]([O:32]CC)=[O:31])[CH2:20][CH2:19][N:18]([CH2:21][CH2:22][O:23][C:24]3[CH:29]=[CH:28][CH:27]=[CH:26][N:25]=3)[CH2:17][CH2:16]1)=[CH:9][C:8]([O:35][CH3:36])=[CH:7][CH:6]=2.[OH-].[Na+], predict the reaction product. (3) The product is: [C:19](=[N:32][C:33]1[S:34][C:35]([C:7]2[CH:8]=[CH:9][C:4]([C:1](=[O:3])[CH3:2])=[CH:5][CH:6]=2)=[C:36]([CH3:38])[N:37]=1)([C:26]1[CH:31]=[CH:30][CH:29]=[CH:28][CH:27]=1)[C:20]1[CH:21]=[CH:22][CH:23]=[CH:24][CH:25]=1. Given the reactants [C:1]([C:4]1[CH:9]=[CH:8][C:7](B(O)O)=[CH:6][CH:5]=1)(=[O:3])[CH3:2].C(=O)([O-])[O-].[Cs+].[Cs+].[C:19](=[N:32][C:33]1[S:34][C:35](Br)=[C:36]([CH3:38])[N:37]=1)([C:26]1[CH:31]=[CH:30][CH:29]=[CH:28][CH:27]=1)[C:20]1[CH:25]=[CH:24][CH:23]=[CH:22][CH:21]=1, predict the reaction product. (4) Given the reactants Cl.[F:2][C:3]1[CH:11]=[CH:10][C:9]([CH3:12])=[C:8]2[C:4]=1[C:5]([C:13]([OH:15])=[O:14])=[CH:6][NH:7]2.[CH3:16]O, predict the reaction product. The product is: [CH3:16][O:14][C:13]([C:5]1[C:4]2[C:8](=[C:9]([CH3:12])[CH:10]=[CH:11][C:3]=2[F:2])[NH:7][CH:6]=1)=[O:15].